From a dataset of Forward reaction prediction with 1.9M reactions from USPTO patents (1976-2016). Predict the product of the given reaction. (1) Given the reactants Cl.[NH2:2][C@H:3]1[CH2:8][CH2:7][C@H:6]([NH:9][C:10]([C:12]2[C:16]3=[N:17][CH:18]=[CH:19][C:20]([C:21]4[CH:26]=[CH:25][C:24]([O:27][CH3:28])=[CH:23][C:22]=4[O:29][CH2:30][CH:31]4[CH2:33][CH2:32]4)=[C:15]3[NH:14][C:13]=2[CH3:34])=[O:11])[CH2:5][CH2:4]1.[C:35](Cl)(=[O:38])[CH2:36][CH3:37], predict the reaction product. The product is: [CH:31]1([CH2:30][O:29][C:22]2[CH:23]=[C:24]([O:27][CH3:28])[CH:25]=[CH:26][C:21]=2[C:20]2[CH:19]=[CH:18][N:17]=[C:16]3[C:12]([C:10]([NH:9][C@H:6]4[CH2:7][CH2:8][C@H:3]([NH:2][C:35](=[O:38])[CH2:36][CH3:37])[CH2:4][CH2:5]4)=[O:11])=[C:13]([CH3:34])[NH:14][C:15]=23)[CH2:32][CH2:33]1. (2) Given the reactants C([O:4][C@@H:5]1[C@@H:10]([O:11]C(=O)C)[C@H:9]([O:15]C(=O)C)[C@@H:8]([CH2:19][O:20]C(=O)C)[O:7][C@H:6]1[O:24][C:25]1[C:30]2[C:31]([CH2:34][CH2:35][C:36]3[CH:41]=[CH:40][CH:39]=[CH:38][CH:37]=3)=[CH:32][O:33][C:29]=2[CH:28]=[C:27](O)[CH:26]=1)(=O)C.C(=O)([O-])[O-].[K+].[K+].IC.O.CN(C)[CH:54]=[O:55], predict the reaction product. The product is: [C@@H:6]1([O:24][C:25]2[C:30]3[C:31]([CH2:34][CH2:35][C:36]4[CH:41]=[CH:40][CH:39]=[CH:38][CH:37]=4)=[CH:32][O:33][C:29]=3[CH:28]=[C:27]([O:55][CH3:54])[CH:26]=2)[O:7][C@H:8]([CH2:19][OH:20])[C@@H:9]([OH:15])[C@H:10]([OH:11])[C@H:5]1[OH:4]. (3) The product is: [CH3:24][N:25]([CH3:31])[C@H:26]1[CH2:30][CH2:29][N:28]([C:2]2[N:7]3[CH:8]=[C:9]([CH2:11][N:12]([CH3:23])[C@@H:13]4[C:22]5[N:21]=[CH:20][CH:19]=[CH:18][C:17]=5[CH2:16][CH2:15][CH2:14]4)[N:10]=[C:6]3[CH:5]=[CH:4][CH:3]=2)[CH2:27]1. Given the reactants F[C:2]1[N:7]2[CH:8]=[C:9]([CH2:11][N:12]([CH3:23])[C@@H:13]3[C:22]4[N:21]=[CH:20][CH:19]=[CH:18][C:17]=4[CH2:16][CH2:15][CH2:14]3)[N:10]=[C:6]2[CH:5]=[CH:4][CH:3]=1.[CH3:24][N:25]([CH3:31])[C@H:26]1[CH2:30][CH2:29][NH:28][CH2:27]1, predict the reaction product.